From a dataset of Full USPTO retrosynthesis dataset with 1.9M reactions from patents (1976-2016). Predict the reactants needed to synthesize the given product. (1) Given the product [Br:1][C:2]1[CH:11]=[CH:10][CH:9]=[C:8]2[C:3]=1[CH:4]=[CH:5][C:6]([NH:18][CH2:17][C:16]1[CH:19]=[CH:20][CH:21]=[CH:22][C:15]=1[O:14][CH3:13])=[N:7]2, predict the reactants needed to synthesize it. The reactants are: [Br:1][C:2]1[CH:11]=[CH:10][CH:9]=[C:8]2[C:3]=1[CH:4]=[CH:5][C:6](Cl)=[N:7]2.[CH3:13][O:14][C:15]1[CH:22]=[CH:21][CH:20]=[CH:19][C:16]=1[CH2:17][NH2:18]. (2) Given the product [NH2:13][C@H:10]1[CH2:11][CH2:12][N:8]([C:7]2[CH:6]=[CH:5][C:4]([C:22]3[CH:27]=[CH:26][CH:25]=[CH:24][C:23]=3[S:28]([CH3:31])(=[O:29])=[O:30])=[CH:3][C:2]=2[F:1])[C:9]1=[O:21], predict the reactants needed to synthesize it. The reactants are: [F:1][C:2]1[CH:3]=[C:4]([C:22]2[CH:27]=[CH:26][CH:25]=[CH:24][C:23]=2[S:28]([CH3:31])(=[O:30])=[O:29])[CH:5]=[CH:6][C:7]=1[N:8]1[CH2:12][CH2:11][C@H:10]([NH:13]C(=O)OC(C)(C)C)[C:9]1=[O:21].FC(F)(F)C(O)=O.C(Cl)Cl. (3) Given the product [CH:25]1[CH:24]=[CH:23][C:22]([NH:21][C:4]([C:3]2[CH:7]=[C:8]([N+:11]([O-:13])=[O:12])[CH:9]=[CH:10][C:2]=2[Cl:1])=[O:5])=[CH:27][CH:26]=1, predict the reactants needed to synthesize it. The reactants are: [Cl:1][C:2]1[CH:10]=[CH:9][C:8]([N+:11]([O-:13])=[O:12])=[CH:7][C:3]=1[C:4](Cl)=[O:5].C(N(CC)CC)C.[NH2:21][C:22]1[CH:27]=[CH:26][CH:25]=[CH:24][CH:23]=1. (4) Given the product [Cl:24][C:18]1[CH:19]=[C:20]([Cl:23])[CH:21]=[CH:22][C:17]=1[CH2:16][NH:15][C:10]1[N:9]=[C:8]([S:25][CH3:26])[N:1]2[N:2]=[N:3][N:5]=[C:6]2[C:11]=1[C:12]([NH2:34])=[O:13], predict the reactants needed to synthesize it. The reactants are: [N-:1]=[N+:2]=[N-:3].[Na+].[NH2:5][C:6]1[C:11]([C:12](O)=[O:13])=[C:10]([NH:15][CH2:16][C:17]2[CH:22]=[CH:21][C:20]([Cl:23])=[CH:19][C:18]=2[Cl:24])[N:9]=[C:8]([S:25][CH3:26])N=1.C(OCC)(=O)C.C[N:34](C=O)C.